Dataset: Peptide-MHC class II binding affinity with 134,281 pairs from IEDB. Task: Regression. Given a peptide amino acid sequence and an MHC pseudo amino acid sequence, predict their binding affinity value. This is MHC class II binding data. (1) The peptide sequence is AAATACTTVYGAFAA. The MHC is HLA-DPA10103-DPB10601 with pseudo-sequence HLA-DPA10103-DPB10601. The binding affinity (normalized) is 0.161. (2) The peptide sequence is DVKFPGGGQIVGDVY. The MHC is HLA-DQA10501-DQB10301 with pseudo-sequence HLA-DQA10501-DQB10301. The binding affinity (normalized) is 0.617. (3) The peptide sequence is MAVHQYTVALFLAVA. The MHC is DRB1_0901 with pseudo-sequence DRB1_0901. The binding affinity (normalized) is 0.588. (4) The peptide sequence is ILDLWVYHTQGYFPD. The MHC is DRB1_0701 with pseudo-sequence DRB1_0701. The binding affinity (normalized) is 0.572.